Dataset: Reaction yield outcomes from USPTO patents with 853,638 reactions. Task: Predict the reaction yield, written as a fraction of the theoretical maximum amount of product (1.0 means a 100% yield; for example, 0.34 means a 34% yield). The reactants are [N:1]1([CH2:7][C:8]([O:10]C)=O)[CH2:6][CH2:5][O:4][CH2:3][CH2:2]1.[NH2:12][NH2:13]. The catalyst is C(O)C. The product is [NH2:12][NH:13][C:8](=[O:10])[CH2:7][N:1]1[CH2:6][CH2:5][O:4][CH2:3][CH2:2]1. The yield is 1.00.